Dataset: Full USPTO retrosynthesis dataset with 1.9M reactions from patents (1976-2016). Task: Predict the reactants needed to synthesize the given product. (1) Given the product [CH2:1]([O:3][C:4]([C:6]1[C:7](=[O:32])[C:8]2[C:9]([N:17]([C@H:19]([C:23]([CH3:30])([CH3:31])[O:24][SiH2:25][C:26]([CH3:27])([CH3:28])[CH3:29])[CH:20]([CH3:22])[CH3:21])[CH:18]=1)=[N:10][C:11]([O:15][CH3:16])=[C:12]([CH2:37][C:36]1[CH:39]=[CH:40][CH:41]=[C:42]([Cl:43])[C:35]=1[F:34])[N:13]=2)=[O:5])[CH3:2], predict the reactants needed to synthesize it. The reactants are: [CH2:1]([O:3][C:4]([C:6]1[C:7](=[O:32])[C:8]2[C:9]([N:17]([C@H:19]([C:23]([CH3:31])([CH3:30])[O:24][SiH2:25][C:26]([CH3:29])([CH3:28])[CH3:27])[CH:20]([CH3:22])[CH3:21])[CH:18]=1)=[N:10][C:11]([O:15][CH3:16])=[C:12](Cl)[N:13]=2)=[O:5])[CH3:2].[Br-].[F:34][C:35]1[C:42]([Cl:43])=[CH:41][CH:40]=[CH:39][C:36]=1[CH2:37][Zn+].Cl. (2) Given the product [Si:1]([O:8][C@@H:9]([CH:31]1[CH2:32][C:33]2[C:38](=[CH:37][CH:36]=[CH:35][CH:34]=2)[CH2:39]1)/[CH:10]=[CH:11]/[C@H:12]1[C@@H:16]([F:17])[CH2:15][C:14](=[O:18])[C@@H:13]1[CH2:19]/[CH:20]=[CH:21]\[CH2:22][CH2:23][CH2:24][C:25]([O:27][CH:28]([CH3:29])[CH3:30])=[O:26])([C:4]([CH3:5])([CH3:6])[CH3:7])([CH3:3])[CH3:2], predict the reactants needed to synthesize it. The reactants are: [Si:1]([O:8][C@@H:9]([CH:31]1[CH2:39][C:38]2[C:33](=[CH:34][CH:35]=[CH:36][CH:37]=2)[CH2:32]1)/[CH:10]=[CH:11]/[C@H:12]1[C@@H:16]([F:17])[CH2:15][C@H:14]([OH:18])[C@@H:13]1[CH2:19]/[CH:20]=[CH:21]\[CH2:22][CH2:23][CH2:24][C:25]([O:27][CH:28]([CH3:30])[CH3:29])=[O:26])([C:4]([CH3:7])([CH3:6])[CH3:5])([CH3:3])[CH3:2].[OH-].[Na+].[Cl-].[NH4+]. (3) Given the product [NH:1]1[C:9]2[CH:8]=[CH:7][CH:6]=[C:5]([C:10]([O:12][CH3:14])=[O:11])[C:4]=2[CH:3]=[CH:2]1, predict the reactants needed to synthesize it. The reactants are: [NH:1]1[C:9]2[CH:8]=[CH:7][CH:6]=[C:5]([C:10]([OH:12])=[O:11])[C:4]=2[CH:3]=[CH:2]1.Cl.[CH3:14]N(C)CCCN=C=NCC.CO. (4) Given the product [S:12]1[CH:16]=[CH:15][N:14]=[C:13]1[N:17]1[CH2:18][CH2:19][N:20]([CH2:2][C:3]2[S:4][C:5]3[C:10]([N:11]=2)=[CH:9][CH:8]=[CH:7][N:6]=3)[CH2:21][CH2:22]1, predict the reactants needed to synthesize it. The reactants are: Cl[CH2:2][C:3]1[S:4][C:5]2[C:10]([N:11]=1)=[CH:9][CH:8]=[CH:7][N:6]=2.[S:12]1[CH:16]=[CH:15][N:14]=[C:13]1[N:17]1[CH2:22][CH2:21][NH:20][CH2:19][CH2:18]1.CC(=O)OCC. (5) Given the product [Cl:1][C:2]1[CH:9]=[CH:8][CH:7]=[CH:6][C:3]=1[CH:4]1[CH2:17][CH2:15][C:16]1=[O:35], predict the reactants needed to synthesize it. The reactants are: [Cl:1][C:2]1[CH:9]=[CH:8][CH:7]=[CH:6][C:3]=1[CH:4]=O.F[B-](F)(F)F.[CH:15]1([S+](C2C=CC=CC=2)C2C=CC=CC=2)[CH2:17][CH2:16]1.CC([O-:35])(C)C.[K+]. (6) The reactants are: [Cl:1][C:2]1[CH:3]=[C:4]([N:13]([CH2:31][CH3:32])[C@H:14]2[CH2:19][CH2:18][C@H:17]([N:20]([CH2:22][C:23]3[CH:28]=[CH:27][CH:26]=[C:25]([O:29][CH3:30])[CH:24]=3)[CH3:21])[CH2:16][CH2:15]2)[C:5]([CH3:12])=[C:6]([CH:11]=1)[C:7]([O:9]C)=[O:8].[OH-].[Na+]. Given the product [Cl:1][C:2]1[CH:3]=[C:4]([N:13]([CH2:31][CH3:32])[C@H:14]2[CH2:15][CH2:16][C@H:17]([N:20]([CH2:22][C:23]3[CH:28]=[CH:27][CH:26]=[C:25]([O:29][CH3:30])[CH:24]=3)[CH3:21])[CH2:18][CH2:19]2)[C:5]([CH3:12])=[C:6]([CH:11]=1)[C:7]([OH:9])=[O:8], predict the reactants needed to synthesize it.